This data is from NCI-60 drug combinations with 297,098 pairs across 59 cell lines. The task is: Regression. Given two drug SMILES strings and cell line genomic features, predict the synergy score measuring deviation from expected non-interaction effect. Cell line: RXF 393. Drug 2: CCC1(C2=C(COC1=O)C(=O)N3CC4=CC5=C(C=CC(=C5CN(C)C)O)N=C4C3=C2)O.Cl. Synergy scores: CSS=19.1, Synergy_ZIP=-6.51, Synergy_Bliss=-2.56, Synergy_Loewe=-55.3, Synergy_HSA=-0.0454. Drug 1: CN1C2=C(C=C(C=C2)N(CCCl)CCCl)N=C1CCCC(=O)O.Cl.